This data is from Reaction yield outcomes from USPTO patents with 853,638 reactions. The task is: Predict the reaction yield, written as a fraction of the theoretical maximum amount of product (1.0 means a 100% yield; for example, 0.34 means a 34% yield). The reactants are C(OC([N:8]1[C:16]2[C:11](=[CH:12][C:13]([C:18]#[C:19][CH2:20][CH2:21][CH2:22][OH:23])=[C:14]([F:17])[CH:15]=2)[CH:10]=[CH:9]1)=O)(C)(C)C.[OH-].[Na+]. The catalyst is CCO. The product is [F:17][C:14]1[CH:15]=[C:16]2[C:11]([CH:10]=[CH:9][NH:8]2)=[CH:12][C:13]=1[C:18]#[C:19][CH2:20][CH2:21][CH2:22][OH:23]. The yield is 0.840.